Dataset: Catalyst prediction with 721,799 reactions and 888 catalyst types from USPTO. Task: Predict which catalyst facilitates the given reaction. (1) Reactant: [CH2:1]([O:3][C:4](=[O:16])[CH2:5][C:6]1[N:14]2[C:9]([CH:10]=[CH:11][CH:12]=[CH:13]2)=[CH:8][C:7]=1[CH3:15])[CH3:2].[CH3:17][S:18]([C:21]1[CH:26]=[CH:25][C:24]([S:27][S:27][C:24]2[CH:25]=[CH:26][C:21]([S:18]([CH3:17])(=[O:20])=[O:19])=[CH:22][CH:23]=2)=[CH:23][CH:22]=1)(=[O:20])=[O:19].II. Product: [CH2:1]([O:3][C:4](=[O:16])[CH2:5][C:6]1[N:14]2[C:9]([CH:10]=[CH:11][CH:12]=[CH:13]2)=[C:8]([S:27][C:24]2[CH:25]=[CH:26][C:21]([S:18]([CH3:17])(=[O:20])=[O:19])=[CH:22][CH:23]=2)[C:7]=1[CH3:15])[CH3:2]. The catalyst class is: 8. (2) Reactant: [Si]([O:8][C@@H:9]1[C@H:14]([CH2:15][P:16](=[O:21])([O:19][CH3:20])[O:17][CH3:18])[O:13][C@@H:12]([C:22]([F:25])([F:24])[F:23])[C@H:11]2[O:26]C(C)(C)[O:28][C@@H:10]12)(C(C)(C)C)(C)C.C(O)(C(F)(F)F)=O.O. Product: [OH:8][C@H:9]1[C@H:10]([OH:28])[C@H:11]([OH:26])[C@H:12]([C:22]([F:24])([F:23])[F:25])[O:13][C@H:14]1[CH2:15][P:16](=[O:21])([O:17][CH3:18])[O:19][CH3:20]. The catalyst class is: 25. (3) Reactant: N.C(OC[N:10]1[C:19](=[O:20])[C:18]2[C:13](=[CH:14][C:15]([O:29][CH3:30])=[CH:16][C:17]=2[O:21][CH:22]2[CH2:27][CH2:26][N:25]([CH3:28])[CH2:24][CH2:23]2)[N:12]=[CH:11]1)(=O)C(C)(C)C. Product: [CH3:30][O:29][C:15]1[CH:14]=[C:13]2[C:18]([C:19](=[O:20])[NH:10][CH:11]=[N:12]2)=[C:17]([O:21][CH:22]2[CH2:27][CH2:26][N:25]([CH3:28])[CH2:24][CH2:23]2)[CH:16]=1. The catalyst class is: 5. (4) Reactant: C[O:2][C:3]([C:5]1[N:10]=[C:9]2[N:11]([CH:16]3[C:24]4[C:19](=[CH:20][C:21]([Br:25])=[CH:22][CH:23]=4)[CH2:18][CH2:17]3)[C:12]([CH2:14][CH3:15])=[N:13][C:8]2=[C:7]([CH3:26])[CH:6]=1)=O.[H-].[Al+3].[Li+].[H-].[H-].[H-].CCOC(C)=O.[NH4+].[Cl-]. Product: [Br:25][C:21]1[CH:20]=[C:19]2[C:24](=[CH:23][CH:22]=1)[C@@H:16]([N:11]1[C:9]3=[N:10][C:5]([CH2:3][OH:2])=[CH:6][C:7]([CH3:26])=[C:8]3[N:13]=[C:12]1[CH2:14][CH3:15])[CH2:17][CH2:18]2. The catalyst class is: 1. (5) Reactant: [CH2:1]([O:8][C:9]1[CH:10]=[CH:11][C:12]([CH2:22][CH2:23][NH2:24])=[C:13]([C:15]2[CH:20]=[CH:19][CH:18]=[C:17]([F:21])[CH:16]=2)[CH:14]=1)[C:2]1[CH:7]=[CH:6][CH:5]=[CH:4][CH:3]=1.[C:25](OC(=O)C)(=[O:27])[CH3:26]. Product: [CH2:1]([O:8][C:9]1[CH:10]=[CH:11][C:12]([CH2:22][CH2:23][NH:24][C:25](=[O:27])[CH3:26])=[C:13]([C:15]2[CH:20]=[CH:19][CH:18]=[C:17]([F:21])[CH:16]=2)[CH:14]=1)[C:2]1[CH:3]=[CH:4][CH:5]=[CH:6][CH:7]=1. The catalyst class is: 66. (6) Reactant: [Cl:1][CH2:2][CH2:3][CH2:4][C:5]1[CH:6]=[C:7]2[C:12](=[CH:13][C:14]=1[F:15])[NH:11][CH2:10][CH2:9][C:8]2([CH3:17])[CH3:16].[C:18](O)(=[O:20])[CH3:19].C(N(CC)CC)C. Product: [Cl:1][CH2:2][CH2:3][CH2:4][C:5]1[CH:6]=[C:7]2[C:12](=[CH:13][C:14]=1[F:15])[N:11]([C:18](=[O:20])[CH3:19])[CH2:10][CH2:9][C:8]2([CH3:17])[CH3:16]. The catalyst class is: 1. (7) Reactant: [CH2:1]([CH:8]1[CH2:13][CH2:12][N:11]([CH2:14][CH2:15][C:16]#[CH:17])[CH2:10][CH2:9]1)[C:2]1[CH:7]=[CH:6][CH:5]=[CH:4][CH:3]=1.CCN(CC)CC.I[C:26]1[CH:27]=[C:28]2[C:32](=[CH:33][CH:34]=1)[NH:31][C:30](=[O:35])[C:29]2=[O:36]. Product: [CH2:1]([CH:8]1[CH2:13][CH2:12][N:11]([CH2:14][CH2:15][C:16]#[C:17][C:26]2[CH:27]=[C:28]3[C:32](=[CH:33][CH:34]=2)[NH:31][C:30](=[O:35])[C:29]3=[O:36])[CH2:10][CH2:9]1)[C:2]1[CH:7]=[CH:6][CH:5]=[CH:4][CH:3]=1. The catalyst class is: 654. (8) Reactant: [N+:1]([C:4]1[CH:11]=[CH:10][C:7]([CH2:8]Br)=[CH:6][CH:5]=1)([O-:3])=[O:2].[CH2:12]([O:14][C:15]([C:17]1[NH:18][C:19]2[C:24]([CH:25]=1)=[CH:23][CH:22]=[CH:21][CH:20]=2)=[O:16])[CH3:13].C(=O)([O-])[O-].[K+].[K+]. Product: [N+:1]([C:4]1[CH:11]=[CH:10][C:7]([CH2:8][N:18]2[C:19]3[C:24](=[CH:23][CH:22]=[CH:21][CH:20]=3)[CH:25]=[C:17]2[C:15]([O:14][CH2:12][CH3:13])=[O:16])=[CH:6][CH:5]=1)([O-:3])=[O:2]. The catalyst class is: 21. (9) Reactant: [NH:1]1[CH2:6][CH2:5][CH:4]([NH:7][C:8](=[O:14])[O:9][C:10]([CH3:13])([CH3:12])[CH3:11])[CH2:3][CH2:2]1.[Cl:15][C:16]1[CH:17]=[C:18]([CH:23]=[C:24](Cl)[N:25]=1)[C:19]([O:21][CH3:22])=[O:20].O.[Na+].[Cl-]. Product: [C:10]([O:9][C:8]([NH:7][CH:4]1[CH2:3][CH2:2][N:1]([C:24]2[CH:23]=[C:18]([CH:17]=[C:16]([Cl:15])[N:25]=2)[C:19]([O:21][CH3:22])=[O:20])[CH2:6][CH2:5]1)=[O:14])([CH3:11])([CH3:13])[CH3:12]. The catalyst class is: 296. (10) Reactant: Br[C:2]1[CH:11]=[C:10]2[C:5]([N:6]=[CH:7][CH:8]=[N:9]2)=[C:4]([C:12]([NH:14][CH2:15][C:16]([O:18][CH2:19][CH3:20])=[O:17])=[O:13])[C:3]=1[OH:21].C([Sn](CCCC)(CCCC)[C:27]1[S:31][CH:30]=[N:29][CH:28]=1)CCC. Product: [OH:21][C:3]1[C:4]([C:12]([NH:14][CH2:15][C:16]([O:18][CH2:19][CH3:20])=[O:17])=[O:13])=[C:5]2[C:10](=[CH:11][C:2]=1[C:27]1[S:31][CH:30]=[N:29][CH:28]=1)[N:9]=[CH:8][CH:7]=[N:6]2. The catalyst class is: 77.